Predict the reaction yield, written as a fraction of the theoretical maximum amount of product (1.0 means a 100% yield; for example, 0.34 means a 34% yield). From a dataset of Reaction yield outcomes from USPTO patents with 853,638 reactions. (1) The reactants are [Cl:1][CH2:2][C:3](Cl)=[O:4].[CH:6]1([CH3:16])[CH2:11][CH2:10][CH:9]([CH:12]([CH3:14])[CH3:13])[CH:8]([OH:15])[CH2:7]1.N1C=CC=CC=1. The catalyst is C(OCC)C. The product is [Cl:1][CH2:2][C:3]([O:15][CH:8]1[CH:9]([CH:12]([CH3:13])[CH3:14])[CH2:10][CH2:11][CH:6]([CH3:16])[CH2:7]1)=[O:4]. The yield is 0.940. (2) The reactants are CCN(CC)CC.Br.[O:9]1[C:14]2[CH:15]=[CH:16][C:17]([OH:19])=[CH:18][C:13]=2[NH:12][CH2:11][CH2:10]1.[C:20](O[C:20]([O:22][C:23]([CH3:26])([CH3:25])[CH3:24])=[O:21])([O:22][C:23]([CH3:26])([CH3:25])[CH3:24])=[O:21].[C:35](N1C=CN=C1)([N:37]1C=CN=C1)=[S:36].N. The catalyst is C1COCC1.CN(C1C=CN=CC=1)C. The product is [C:20](=[O:21])([O:22][C:23]([CH3:26])([CH3:25])[CH3:24])[O:19][C:17]1[CH:16]=[CH:15][C:14]2[O:9][CH2:10][CH2:11][N:12]([C:35]([NH2:37])=[S:36])[C:13]=2[CH:18]=1. The yield is 0.300. (3) The reactants are [Cl:1][C:2]1[C:11]2[CH2:10][CH2:9][CH:8]([CH:12]=[O:13])[CH2:7][C:6]=2[N:5]=[CH:4][N:3]=1.[CH3:14][Mg+].[Br-]. The catalyst is C1COCC1. The product is [Cl:1][C:2]1[C:11]2[CH2:10][CH2:9][CH:8]([CH:12]([OH:13])[CH3:14])[CH2:7][C:6]=2[N:5]=[CH:4][N:3]=1. The yield is 0.830. (4) The catalyst is CO. The product is [ClH:1].[N:12]1([C:16]([C:18]2[CH:19]=[C:20]3[NH:29][C:28](=[O:30])[C:27]4[C:22](=[CH:23][CH:24]=[CH:25][CH:26]=4)[N:21]3[CH:31]=2)=[O:17])[CH2:13][CH2:14][CH2:15][NH:9][CH2:10][CH2:11]1. The yield is 0.870. The reactants are [ClH:1].C(OC([N:9]1[CH2:15][CH2:14][CH2:13][N:12]([C:16]([C:18]2[CH:19]=[C:20]3[NH:29][C:28](=[O:30])[C:27]4[C:22](=[CH:23][CH:24]=[CH:25][CH:26]=4)[N:21]3[CH:31]=2)=[O:17])[CH2:11][CH2:10]1)=O)(C)(C)C. (5) The reactants are [CH3:1][C:2]1[O:6][N:5]=[C:4]([C:7]2[CH:12]=[CH:11][CH:10]=[CH:9][CH:8]=2)[C:3]=1[CH2:13][O:14][C:15]1[CH:23]=[CH:22][C:18]([C:19]([OH:21])=O)=[CH:17][N:16]=1.[NH2:24][C@@H:25]([CH2:28][CH3:29])[CH2:26][OH:27]. No catalyst specified. The product is [OH:27][CH2:26][C@@H:25]([NH:24][C:19](=[O:21])[C:18]1[CH:22]=[CH:23][C:15]([O:14][CH2:13][C:3]2[C:4]([C:7]3[CH:8]=[CH:9][CH:10]=[CH:11][CH:12]=3)=[N:5][O:6][C:2]=2[CH3:1])=[N:16][CH:17]=1)[CH2:28][CH3:29]. The yield is 0.850. (6) The reactants are CS(C)=O.C(Cl)(=O)C(Cl)=O.[CH:11]1[C:20]2[C:15](=[CH:16][CH:17]=[CH:18][CH:19]=2)[CH:14]=[C:13]([CH2:21][OH:22])[N:12]=1.C(N(CC)CC)C. The catalyst is ClCCl. The product is [CH:11]1[C:20]2[C:15](=[CH:16][CH:17]=[CH:18][CH:19]=2)[CH:14]=[C:13]([CH:21]=[O:22])[N:12]=1. The yield is 0.780. (7) The reactants are [CH3:1][NH:2][CH:3]1[CH2:8][CH2:7][CH2:6][CH2:5][CH2:4]1.FC(F)(F)S(O[C:15]1[C:16]2[CH2:37][N:36]([CH3:38])[CH2:35][CH2:34][C:17]=2[N:18]=[C:19]([NH:21][C:22]2[CH:27]=[CH:26][C:25]([N:28]3[CH:32]=[CH:31][N:30]=[C:29]3[CH3:33])=[CH:24][CH:23]=2)[N:20]=1)(=O)=O. The catalyst is CS(C)=O. The product is [CH:3]1([N:2]([CH3:1])[C:15]2[C:16]3[CH2:37][N:36]([CH3:38])[CH2:35][CH2:34][C:17]=3[N:18]=[C:19]([NH:21][C:22]3[CH:27]=[CH:26][C:25]([N:28]4[CH:32]=[CH:31][N:30]=[C:29]4[CH3:33])=[CH:24][CH:23]=3)[N:20]=2)[CH2:8][CH2:7][CH2:6][CH2:5][CH2:4]1. The yield is 0.597. (8) The yield is 0.950. The reactants are [N:1]1([C:6]2[CH:11]=[CH:10][C:9]([CH:12]([O:17][CH3:18])[C:13]([O:15]C)=[O:14])=[CH:8][CH:7]=2)[CH:5]=[CH:4][CH:3]=[N:2]1.[OH-].[K+]. The catalyst is CO. The product is [N:1]1([C:6]2[CH:7]=[CH:8][C:9]([CH:12]([O:17][CH3:18])[C:13]([OH:15])=[O:14])=[CH:10][CH:11]=2)[CH:5]=[CH:4][CH:3]=[N:2]1.